This data is from Reaction yield outcomes from USPTO patents with 853,638 reactions. The task is: Predict the reaction yield, written as a fraction of the theoretical maximum amount of product (1.0 means a 100% yield; for example, 0.34 means a 34% yield). (1) The reactants are [N:1]12[CH2:8][CH2:7][C:4]([C:9]([C:17]3[CH:22]=[CH:21][CH:20]=[CH:19][CH:18]=3)([C:11]3[CH:16]=[CH:15][CH:14]=[CH:13][CH:12]=3)[OH:10])([CH2:5][CH2:6]1)[CH2:3][CH2:2]2.[CH:23]1[C:32]2[C:27](=[CH:28][CH:29]=[CH:30][CH:31]=2)[CH:26]=[CH:25][C:24]=1[O:33][CH2:34][CH2:35][CH2:36][Br:37]. The catalyst is CC#N. The product is [Br-:37].[OH:10][C:9]([C:17]1[CH:22]=[CH:21][CH:20]=[CH:19][CH:18]=1)([C:11]1[CH:12]=[CH:13][CH:14]=[CH:15][CH:16]=1)[C:4]12[CH2:5][CH2:6][N+:1]([CH2:36][CH2:35][CH2:34][O:33][C:24]3[CH:25]=[CH:26][C:27]4[C:32](=[CH:31][CH:30]=[CH:29][CH:28]=4)[CH:23]=3)([CH2:2][CH2:3]1)[CH2:8][CH2:7]2. The yield is 0.637. (2) The reactants are [CH3:1][C:2]1[CH:7]=[C:6]([CH3:8])[NH:5][C:4](=[O:9])[C:3]=1[CH2:10][NH:11][C:12]([C:14]1[C:15]2[CH:28]=[N:27][N:26]([CH:29]([CH3:31])[CH3:30])[C:16]=2[N:17]=[C:18]([C:20]2[CH2:21][CH2:22][NH:23][CH2:24][CH:25]=2)[CH:19]=1)=[O:13].CCN(CC)CC.[NH:39]1[CH2:42][CH:41]([C:43](O)=[O:44])[CH2:40]1.C1CN([P+](ON2N=NC3C=CC=CC2=3)(N2CCCC2)N2CCCC2)CC1.F[P-](F)(F)(F)(F)F. The catalyst is CS(C)=O.O. The product is [NH:39]1[CH2:42][CH:41]([C:43]([N:23]2[CH2:22][CH:21]=[C:20]([C:18]3[CH:19]=[C:14]([C:12]([NH:11][CH2:10][C:3]4[C:4](=[O:9])[NH:5][C:6]([CH3:8])=[CH:7][C:2]=4[CH3:1])=[O:13])[C:15]4[CH:28]=[N:27][N:26]([CH:29]([CH3:31])[CH3:30])[C:16]=4[N:17]=3)[CH2:25][CH2:24]2)=[O:44])[CH2:40]1. The yield is 0.819. (3) The reactants are [Si]([O:8][CH2:9][C@@H:10]([O:21][Si:22]([C:25]([CH3:28])([CH3:27])[CH3:26])([CH3:24])[CH3:23])[C@@H:11]([NH:14][S@](C(C)(C)C)=O)[CH:12]=[CH2:13])(C(C)(C)C)(C)C.CCO.Cl.[CH3:33][C:34]([O:37][C:38](O[C:38]([O:37][C:34]([CH3:36])([CH3:35])[CH3:33])=[O:39])=[O:39])([CH3:36])[CH3:35]. The catalyst is C(Cl)Cl. The product is [Si:22]([O:21][C@@H:10]([C@@H:11]([NH:14][C:38](=[O:39])[O:37][C:34]([CH3:36])([CH3:35])[CH3:33])[CH:12]=[CH2:13])[CH2:9][OH:8])([C:25]([CH3:26])([CH3:27])[CH3:28])([CH3:23])[CH3:24]. The yield is 0.950. (4) The reactants are Cl.F[C:3]1[CH:12]=[C:11]2[C:6]([C:7](=[O:28])[NH:8][C:9]([C:13]3[CH:18]=[CH:17][CH:16]=[C:15]([N:19]4[CH2:24][CH2:23][N:22]([CH:25](C)C)[CH2:21][CH2:20]4)[N:14]=3)=[N:10]2)=[C:5]([O:29][CH3:30])[CH:4]=1.[CH2:31]([O:38]C1C=CC(OC)=C(C=1)C=O)C1C=CC=CC=1.[OH-:49].[Li+]. The catalyst is C1OCCOCCOCCOCCOC1. The product is [CH3:30][O:29][C:5]1[CH:4]=[C:3]([O:38][CH3:31])[CH:12]=[C:11]2[C:6]=1[C:7](=[O:28])[NH:8][C:9]([C:13]1[CH:18]=[CH:17][CH:16]=[C:15]([N:19]3[CH2:20][CH2:21][N:22]([CH3:25])[C:23](=[O:49])[CH2:24]3)[N:14]=1)=[N:10]2. The yield is 0.180. (5) The reactants are C(N(CC)CC)C.Cl.O.[NH:10]1[CH2:15][CH2:14][C:13](=[O:16])[CH2:12][CH2:11]1.Cl[C:18]1[N:23]=[C:22]([O:24][C:25]2[CH:51]=[CH:50][CH:49]=[CH:48][C:26]=2[CH2:27][NH:28][C:29]([NH:31][C:32]2[N:36]([C:37]3[CH:42]=[CH:41][C:40]([CH3:43])=[CH:39][CH:38]=3)[N:35]=[C:34]([C:44]([CH3:47])([CH3:46])[CH3:45])[CH:33]=2)=[O:30])[CH:21]=[CH:20][N:19]=1.C(=O)([O-])[O-].[Na+].[Na+]. The catalyst is C(O)C. The product is [O:16]=[C:13]1[CH2:14][CH2:15][N:10]([C:18]2[N:23]=[C:22]([O:24][C:25]3[CH:51]=[CH:50][CH:49]=[CH:48][C:26]=3[CH2:27][NH:28][C:29]([NH:31][C:32]3[N:36]([C:37]4[CH:42]=[CH:41][C:40]([CH3:43])=[CH:39][CH:38]=4)[N:35]=[C:34]([C:44]([CH3:46])([CH3:47])[CH3:45])[CH:33]=3)=[O:30])[CH:21]=[CH:20][N:19]=2)[CH2:11][CH2:12]1. The yield is 0.900.